From a dataset of Reaction yield outcomes from USPTO patents with 853,638 reactions. Predict the reaction yield, written as a fraction of the theoretical maximum amount of product (1.0 means a 100% yield; for example, 0.34 means a 34% yield). (1) The reactants are [O:1]1[C:5]2[CH:6]=[CH:7][C:8]([C:10]3([C:13]([NH:15][C:16]4[CH:21]=[CH:20][C:19]([CH3:22])=[C:18](Br)[CH:17]=4)=[O:14])[CH2:12][CH2:11]3)=[CH:9][C:4]=2[O:3][CH2:2]1.B([C:27]1[CH:35]=[CH:34][C:30]([C:31]([OH:33])=[O:32])=[CH:29][CH:28]=1)(O)O.C([O-])([O-])=O.[K+].[K+]. The catalyst is CN(C=O)C. The product is [O:1]1[C:5]2[CH:6]=[CH:7][C:8]([C:10]3([C:13]([NH:15][C:16]4[CH:21]=[CH:20][C:19]([CH3:22])=[C:18]([C:27]5[CH:35]=[CH:34][C:30]([C:31]([OH:33])=[O:32])=[CH:29][CH:28]=5)[CH:17]=4)=[O:14])[CH2:12][CH2:11]3)=[CH:9][C:4]=2[O:3][CH2:2]1. The yield is 0.980. (2) The reactants are [C:1]([C:3]1[N:4]=[CH:5][C:6]([NH:9][C:10]2[CH:15]=[C:14]([NH:16][CH2:17][CH:18]3[CH2:23][CH2:22][CH2:21][N:20]([C:24]([O:26][C:27]([CH3:30])([CH3:29])[CH3:28])=[O:25])[CH2:19]3)[C:13]([N+:31]([O-])=O)=[CH:12][N:11]=2)=[N:7][CH:8]=1)#[N:2].O.[Sn](Cl)Cl. The catalyst is C(O)C. The product is [NH2:31][C:13]1[C:14]([NH:16][CH2:17][CH:18]2[CH2:23][CH2:22][CH2:21][N:20]([C:24]([O:26][C:27]([CH3:30])([CH3:29])[CH3:28])=[O:25])[CH2:19]2)=[CH:15][C:10]([NH:9][C:6]2[CH:5]=[N:4][C:3]([C:1]#[N:2])=[CH:8][N:7]=2)=[N:11][CH:12]=1. The yield is 0.560. (3) The reactants are Br[C:2]1[CH:15]=[CH:14][C:5]([NH:6][C:7]([O:9][C:10]([CH3:13])([CH3:12])[CH3:11])=[O:8])=[CH:4][CH:3]=1.C([Li])CCC.[S:21]1[CH2:26][CH2:25][C:24](=[O:27])[CH2:23][CH2:22]1. The catalyst is C1COCC1. The product is [OH:27][C:24]1([C:2]2[CH:15]=[CH:14][C:5]([NH:6][C:7](=[O:8])[O:9][C:10]([CH3:13])([CH3:12])[CH3:11])=[CH:4][CH:3]=2)[CH2:25][CH2:26][S:21][CH2:22][CH2:23]1. The yield is 0.920. (4) The product is [CH:31]([C@:25]1([C:28]([N:9]2[CH2:8][CH2:7][C:6]3[C:11](=[CH:12][C:3]([C:2]([F:1])([F:13])[F:14])=[CH:4][CH:5]=3)[CH2:10]2)=[O:29])[CH2:26][CH2:27][C@@H:23]([NH:22][C:20](=[O:21])[O:19][C:15]([CH3:17])([CH3:16])[CH3:18])[CH2:24]1)([CH3:33])[CH3:32]. The yield is 0.550. The catalyst is C(Cl)Cl. The reactants are [F:1][C:2]([F:14])([F:13])[C:3]1[CH:12]=[C:11]2[C:6]([CH2:7][CH2:8][NH:9][CH2:10]2)=[CH:5][CH:4]=1.[C:15]([O:19][C:20]([NH:22][C@@H:23]1[CH2:27][CH2:26][C@:25]([CH:31]([CH3:33])[CH3:32])([C:28](O)=[O:29])[CH2:24]1)=[O:21])([CH3:18])([CH3:17])[CH3:16].C(N(CC)C(C)C)(C)C. (5) The reactants are [Li]CCCC.Br[C:7]1[CH:8]=[N:9][CH:10]=[CH:11][CH:12]=1.[C:13]([N:18]=[C:19]=[S:20])(=[O:17])[O:14][CH2:15][CH3:16].[Cl-].[NH4+]. The catalyst is CCOCC.C1COCC1. The product is [N:9]1[CH:10]=[CH:11][CH:12]=[C:7]([C:19]([NH:18][C:13](=[O:17])[O:14][CH2:15][CH3:16])=[S:20])[CH:8]=1. The yield is 0.165. (6) The reactants are [N:1]1[C:10]2[CH:9]([CH:11]([NH2:16])[CH2:12][CH2:13][CH2:14][NH2:15])[CH2:8][CH2:7][CH2:6][C:5]=2[CH:4]=[CH:3][CH:2]=1.[CH:17](=O)[C:18]1[CH:23]=[CH:22][CH:21]=[CH:20][CH:19]=1.[BH4-].[Na+]. The catalyst is CO. The product is [N:1]1[C:10]2[CH:9]([CH:11]([NH:16][CH2:17][C:18]3[CH:23]=[CH:22][CH:21]=[CH:20][CH:19]=3)[CH2:12][CH2:13][CH2:14][NH2:15])[CH2:8][CH2:7][CH2:6][C:5]=2[CH:4]=[CH:3][CH:2]=1. The yield is 0.490. (7) The reactants are Cl.[NH2:2][C:3]1[CH:12]=[C:11]([C:13]2[C:22]3[C:17](=[CH:18][C:19]([O:28][CH2:29][CH3:30])=[C:20]4[O:25][C:24]([CH3:27])([CH3:26])[CH2:23][C:21]4=3)[CH2:16][C:15]([CH3:32])([CH3:31])[N:14]=2)[CH:10]=[CH:9][C:4]=1[C:5]([O:7][CH3:8])=[O:6].Cl.[C:34](Cl)(=[O:41])[C:35]1[CH:40]=[CH:39][N:38]=[CH:37][CH:36]=1. The catalyst is CN(C)C=O.CN(C)C1C=CN=CC=1. The product is [CH2:29]([O:28][C:19]1[CH:18]=[C:17]2[C:22](=[C:21]3[CH2:23][C:24]([CH3:27])([CH3:26])[O:25][C:20]=13)[C:13]([C:11]1[CH:10]=[CH:9][C:4]([C:5]([O:7][CH3:8])=[O:6])=[C:3]([NH:2][C:34]([C:35]3[CH:40]=[CH:39][N:38]=[CH:37][CH:36]=3)=[O:41])[CH:12]=1)=[N:14][C:15]([CH3:31])([CH3:32])[CH2:16]2)[CH3:30]. The yield is 0.640. (8) The reactants are [NH2:1][C:2]1[CH:3]=[C:4]([CH:19]=[CH:20][C:21]=1[O:22][CH:23]1[CH2:25][CH2:24]1)[C:5]([NH:7][C:8]1[S:9][C:10]([C:13]2[CH:18]=[CH:17][CH:16]=[CH:15][CH:14]=2)=[N:11][N:12]=1)=[O:6].C(N(C(C)C)C(C)C)C.Cl.[N:36]1([C:42]2([C:45](O)=[O:46])[CH2:44][CH2:43]2)[CH2:41][CH2:40][O:39][CH2:38][CH2:37]1.C1CN([P+](ON2N=NC3C=CC=CC2=3)(N2CCCC2)N2CCCC2)CC1.F[P-](F)(F)(F)(F)F. The catalyst is CN(C=O)C. The product is [CH:23]1([O:22][C:21]2[CH:20]=[CH:19][C:4]([C:5]([NH:7][C:8]3[S:9][C:10]([C:13]4[CH:18]=[CH:17][CH:16]=[CH:15][CH:14]=4)=[N:11][N:12]=3)=[O:6])=[CH:3][C:2]=2[NH:1][C:45]([C:42]2([N:36]3[CH2:41][CH2:40][O:39][CH2:38][CH2:37]3)[CH2:44][CH2:43]2)=[O:46])[CH2:24][CH2:25]1. The yield is 0.450.